From a dataset of Forward reaction prediction with 1.9M reactions from USPTO patents (1976-2016). Predict the product of the given reaction. Given the reactants [NH2:1][C:2]1[NH:6][N:5]=[C:4]([S:7](Cl)(=[O:9])=[O:8])[N:3]=1.[Cl:11][C:12]1[C:18]([CH3:19])=[CH:17][CH:16]=[C:15]([Cl:20])[C:13]=1[NH2:14], predict the reaction product. The product is: [Cl:11][C:12]1[C:18]([CH3:19])=[CH:17][CH:16]=[C:15]([Cl:20])[C:13]=1[NH2:14].[NH2:1][C:2]1[NH:6][N:5]=[C:4]([S:7]([NH:14][C:13]2[C:15]([Cl:20])=[CH:16][CH:17]=[C:18]([CH3:19])[C:12]=2[Cl:11])(=[O:9])=[O:8])[N:3]=1.